Dataset: Peptide-MHC class I binding affinity with 185,985 pairs from IEDB/IMGT. Task: Regression. Given a peptide amino acid sequence and an MHC pseudo amino acid sequence, predict their binding affinity value. This is MHC class I binding data. (1) The peptide sequence is SLASIGTSF. The MHC is HLA-B15:02 with pseudo-sequence HLA-B15:02. The binding affinity (normalized) is 0.898. (2) The peptide sequence is FYTRVLKPS. The MHC is HLA-A11:01 with pseudo-sequence HLA-A11:01. The binding affinity (normalized) is 0. (3) The peptide sequence is RLLLNRFTM. The MHC is H-2-Kb with pseudo-sequence H-2-Kb. The binding affinity (normalized) is 0. (4) The peptide sequence is EPHQLCETI. The MHC is HLA-A23:01 with pseudo-sequence HLA-A23:01. The binding affinity (normalized) is 0.412. (5) The peptide sequence is IEAKINVAD. The MHC is HLA-B51:01 with pseudo-sequence HLA-B51:01. The binding affinity (normalized) is 0.0847. (6) The peptide sequence is LVDENQSWY. The MHC is HLA-A02:12 with pseudo-sequence HLA-A02:12. The binding affinity (normalized) is 0.0847. (7) The peptide sequence is RKAGVNQAK. The MHC is HLA-A26:01 with pseudo-sequence HLA-A26:01. The binding affinity (normalized) is 0.0847. (8) The peptide sequence is VSCDFNNGITI. The MHC is Mamu-A01 with pseudo-sequence Mamu-A01. The binding affinity (normalized) is 0.286. (9) The peptide sequence is CVADYSVLY. The MHC is HLA-A24:02 with pseudo-sequence HLA-A24:02. The binding affinity (normalized) is 0. (10) The peptide sequence is KTMVAFIRK. The MHC is HLA-A02:01 with pseudo-sequence HLA-A02:01. The binding affinity (normalized) is 0.0847.